From a dataset of Forward reaction prediction with 1.9M reactions from USPTO patents (1976-2016). Predict the product of the given reaction. (1) Given the reactants C([O:5][NH:6][C:7]([C:9]1[CH:14]=[C:13]([NH:15][CH2:16][C:17]2[CH:22]=[CH:21][CH:20]=[CH:19][CH:18]=2)[CH:12]=[CH:11][N:10]=1)=[O:8])(C)(C)C.FC(F)(F)C(O)=O, predict the reaction product. The product is: [OH:5][NH:6][C:7]([C:9]1[CH:14]=[C:13]([NH:15][CH2:16][C:17]2[CH:22]=[CH:21][CH:20]=[CH:19][CH:18]=2)[CH:12]=[CH:11][N:10]=1)=[O:8]. (2) Given the reactants [NH2:1][C:2]1[C:3]([C:22]2[CH:27]=[CH:26][C:25]([CH3:28])=[CH:24][CH:23]=2)=[C:4]([CH2:13][NH:14]C(=O)OC(C)(C)C)[C:5]([CH2:9][CH:10]([CH3:12])[CH3:11])=[N:6][C:7]=1[CH3:8].C(N(CC)CC)C.[CH3:36][S:37]([Cl:40])(=[O:39])=[O:38].C(OC(=O)C)C.[ClH:47], predict the reaction product. The product is: [ClH:40].[ClH:47].[NH2:14][CH2:13][C:4]1[C:3]([C:22]2[CH:27]=[CH:26][C:25]([CH3:28])=[CH:24][CH:23]=2)=[C:2]([NH:1][S:37]([CH3:36])(=[O:39])=[O:38])[C:7]([CH3:8])=[N:6][C:5]=1[CH2:9][CH:10]([CH3:12])[CH3:11]. (3) Given the reactants [C:1]1([CH3:46])[CH:6]=[CH:5][C:4]([S:7][CH2:8][CH:9]([CH2:37][S:38][C:39]2[CH:44]=[CH:43][C:42]([CH3:45])=[CH:41][CH:40]=2)[C:10]([C:12]2[CH:36]=[CH:35][C:15]([C:16]([NH:18][CH:19]([CH2:27][C:28]([O:30]C(C)(C)C)=[O:29])[C:20]([O:22]C(C)(C)C)=[O:21])=[O:17])=[CH:14][CH:13]=2)=[O:11])=[CH:3][CH:2]=1.FC(F)(F)C(O)=O, predict the reaction product. The product is: [C:1]1([CH3:46])[CH:2]=[CH:3][C:4]([S:7][CH2:8][CH:9]([CH2:37][S:38][C:39]2[CH:40]=[CH:41][C:42]([CH3:45])=[CH:43][CH:44]=2)[C:10]([C:12]2[CH:36]=[CH:35][C:15]([C:16]([NH:18][CH:19]([CH2:27][C:28]([OH:30])=[O:29])[C:20]([OH:22])=[O:21])=[O:17])=[CH:14][CH:13]=2)=[O:11])=[CH:5][CH:6]=1. (4) Given the reactants [F:1][C:2]1[CH:7]=[C:6]([C:8]([F:11])([F:10])[F:9])[CH:5]=[C:4]([C@:12]([C:22]2[CH:27]=[CH:26][C:25]([F:28])=[CH:24][CH:23]=2)([N+:20]#[C-:21])[CH2:13][C:14]2[CH:19]=[CH:18][CH:17]=[CH:16][CH:15]=2)[CH:3]=1.[F:29][C:30]([F:35])([F:34])[CH2:31][CH:32]=[O:33].[C:36]([OH:39])(=[O:38])C.C[O-].[Na+], predict the reaction product. The product is: [F:29][C:30]([F:35])([F:34])[CH2:31][C@H:32]([OH:33])[C:21]([NH:20][C@:12]([C:4]1[CH:5]=[C:6]([C:8]([F:10])([F:11])[F:9])[CH:7]=[C:2]([F:1])[CH:3]=1)([C:22]1[CH:27]=[CH:26][C:25]([F:28])=[CH:24][CH:23]=1)[CH2:13][C:14]1[CH:15]=[CH:16][CH:17]=[CH:18][CH:19]=1)=[O:38].[F:29][C:30]([F:35])([F:34])[CH2:31][C@@H:32]([OH:33])[C:36]([NH:20][C@:12]([C:4]1[CH:5]=[C:6]([C:8]([F:11])([F:9])[F:10])[CH:7]=[C:2]([F:1])[CH:3]=1)([C:22]1[CH:23]=[CH:24][C:25]([F:28])=[CH:26][CH:27]=1)[CH2:13][C:14]1[CH:19]=[CH:18][CH:17]=[CH:16][CH:15]=1)=[O:39]. (5) Given the reactants [CH3:1][O:2][C:3]([CH3:5])=[O:4].Cl[C:7]1[CH:12]=C[CH:10]=[CH:9][CH:8]=1, predict the reaction product. The product is: [CH:3]12[CH2:5][CH:8]([CH2:9][CH2:10]1)[CH:7]=[CH:12]2.[C:3]([O:2][CH3:1])(=[O:4])[CH3:5].